From a dataset of Full USPTO retrosynthesis dataset with 1.9M reactions from patents (1976-2016). Predict the reactants needed to synthesize the given product. (1) Given the product [F:31][C:29]1[CH:28]=[CH:27][C:25]2[N:26]=[C:22]([NH:2][C@H:3]3[CH2:7][CH2:6][CH2:5][C@@H:4]3[NH:8][C:9](=[O:20])[C:10]3[C:15]([O:16][CH3:17])=[CH:14][CH:13]=[CH:12][C:11]=3[O:18][CH3:19])[O:23][C:24]=2[CH:30]=1, predict the reactants needed to synthesize it. The reactants are: Cl.[NH2:2][C@H:3]1[CH2:7][CH2:6][CH2:5][C@@H:4]1[NH:8][C:9](=[O:20])[C:10]1[C:15]([O:16][CH3:17])=[CH:14][CH:13]=[CH:12][C:11]=1[O:18][CH3:19].Cl[C:22]1[O:23][C:24]2[CH:30]=[C:29]([F:31])[CH:28]=[CH:27][C:25]=2[N:26]=1.CCN(C(C)C)C(C)C. (2) Given the product [CH2:18]([O:17][CH:4]1[O:3][C:1](=[O:20])[CH:6]([C:9]2[CH:10]=[CH:11][C:12]([O:15][CH3:16])=[CH:13][CH:14]=2)[CH2:5]1)[CH3:19], predict the reactants needed to synthesize it. The reactants are: [CH2:1]([O:3][CH:4]([O:17][CH2:18][CH3:19])[CH2:5][CH:6]([C:9]1[CH:14]=[CH:13][C:12]([O:15][CH3:16])=[CH:11][CH:10]=1)C#N)C.[OH-:20].[K+].Cl. (3) The reactants are: [Cl:1][C:2]1[CH:7]=[CH:6][C:5]([C:8]2[N:9]=[C:10]([C:24]([OH:26])=[O:25])[C:11]([C:21](O)=[O:22])=[N:12][C:13]=2[C:14]2[CH:19]=[CH:18][C:17]([Cl:20])=[CH:16][CH:15]=2)=[CH:4][CH:3]=1. Given the product [Cl:20][C:17]1[CH:16]=[CH:15][C:14]([C:13]2[N:12]=[C:11]3[C:21](=[O:22])[O:25][C:24](=[O:26])[C:10]3=[N:9][C:8]=2[C:5]2[CH:6]=[CH:7][C:2]([Cl:1])=[CH:3][CH:4]=2)=[CH:19][CH:18]=1, predict the reactants needed to synthesize it. (4) Given the product [O:2]1[CH2:6][CH2:5][CH:4]([CH2:7][NH:8][C:34]([C:31]2[CH:30]=[C:29]([CH2:28][O:27][CH2:26][CH:17]3[CH2:18][CH2:19][C:20]4[C:25](=[CH:24][CH:23]=[CH:22][CH:21]=4)[CH2:16]3)[O:33][N:32]=2)=[O:35])[CH2:3]1, predict the reactants needed to synthesize it. The reactants are: Cl.[O:2]1[CH2:6][CH2:5][CH:4]([CH2:7][NH2:8])[CH2:3]1.C(N(CC)CC)C.[CH2:16]1[C:25]2[C:20](=[CH:21][CH:22]=[CH:23][CH:24]=2)[CH2:19][CH2:18][CH:17]1[CH2:26][O:27][CH2:28][C:29]1[O:33][N:32]=[C:31]([C:34](O)=[O:35])[CH:30]=1.ON1C2C=CC=CC=2N=N1.Cl.C(N=C=NCCCN(C)C)C.Cl. (5) Given the product [Br:1][C:2]1[S:6][C:5]([C:7](=[O:9])[CH3:8])=[N:4][CH:3]=1, predict the reactants needed to synthesize it. The reactants are: [Br:1][C:2]1[S:6][C:5]([C:7](OCC)([O:9]CC)[CH3:8])=[N:4][CH:3]=1.FC(F)(F)C(O)=O.O. (6) Given the product [Cl:2][C:3]1[CH:4]=[CH:5][C:6]2[CH2:12][CH2:11][C:10]3[CH:13]=[CH:14][CH:15]=[CH:16][C:9]=3[N:8]([CH2:17][CH2:18][CH2:19][NH:20][S:37]([C:34]3[CH:33]=[CH:32][C:31]([C:30]([F:29])([F:41])[F:42])=[CH:36][CH:35]=3)(=[O:39])=[O:38])[C:7]=2[CH:21]=1, predict the reactants needed to synthesize it. The reactants are: Cl.[Cl:2][C:3]1[CH:4]=[CH:5][C:6]2[CH2:12][CH2:11][C:10]3[CH:13]=[CH:14][CH:15]=[CH:16][C:9]=3[N:8]([CH2:17][CH2:18][CH2:19][NH2:20])[C:7]=2[CH:21]=1.CCN(CC)CC.[F:29][C:30]([F:42])([F:41])[C:31]1[CH:36]=[CH:35][C:34]([S:37](Cl)(=[O:39])=[O:38])=[CH:33][CH:32]=1. (7) Given the product [C:1]1([CH:7]2[N:11]([NH:12][CH2:13][CH2:14][C:15]3[CH:20]=[CH:19][CH:18]=[CH:17][CH:16]=3)[CH2:10][CH:9]([CH2:21][O:22][C:23]3[CH:24]=[CH:25][C:26]([NH2:29])=[CH:27][CH:28]=3)[O:8]2)[CH:2]=[CH:3][CH:4]=[CH:5][CH:6]=1, predict the reactants needed to synthesize it. The reactants are: [C:1]1([CH:7]2[N:11]([NH:12][CH2:13][CH2:14][C:15]3[CH:20]=[CH:19][CH:18]=[CH:17][CH:16]=3)[CH2:10][CH:9]([CH2:21][O:22][C:23]3[CH:28]=[CH:27][C:26]([N+:29]([O-])=O)=[CH:25][CH:24]=3)[O:8]2)[CH:6]=[CH:5][CH:4]=[CH:3][CH:2]=1.[OH-].[Na+].